From a dataset of Catalyst prediction with 721,799 reactions and 888 catalyst types from USPTO. Predict which catalyst facilitates the given reaction. (1) Reactant: [NH2:1][C@H:2]([CH3:15])[C:3]([NH:5][C:6]1[CH:11]=[C:10]([Cl:12])[C:9]([F:13])=[C:8]([Cl:14])[CH:7]=1)=[O:4].[CH:16](=O)[C:17]([CH3:20])([CH3:19])[CH3:18]. Product: [C:17]([C@@H:20]1[N:5]([C:6]2[CH:7]=[C:8]([Cl:14])[C:9]([F:13])=[C:10]([Cl:12])[CH:11]=2)[C:3](=[O:4])[C@@H:2]([CH3:15])[NH:1]1)([CH3:19])([CH3:18])[CH3:16]. The catalyst class is: 345. (2) Reactant: C(OC([N:8]1[CH2:13][CH2:12][CH:11]([O:14][C:15]2[C:16]3[N:23]([CH2:24][CH3:25])[C:22]([C:26]4[C:30]([NH:31]C(OC(C)(C)C)=O)=[N:29][O:28][N:27]=4)=[N:21][C:17]=3[CH:18]=[N:19][CH:20]=2)[CH2:10][CH2:9]1)=O)(C)(C)C.[C:39]([OH:45])([C:41]([F:44])([F:43])[F:42])=[O:40]. Product: [F:42][C:41]([F:44])([F:43])[C:39]([OH:45])=[O:40].[CH2:24]([N:23]1[C:16]2[C:15]([O:14][CH:11]3[CH2:10][CH2:9][NH:8][CH2:13][CH2:12]3)=[CH:20][N:19]=[CH:18][C:17]=2[N:21]=[C:22]1[C:26]1[C:30]([NH2:31])=[N:29][O:28][N:27]=1)[CH3:25]. The catalyst class is: 2. (3) Reactant: Br[C:2]1[O:6][C:5]([C:7]2[CH:8]=[C:9]([CH:12]=[C:13]([F:15])[CH:14]=2)[C:10]#[N:11])=[CH:4][CH:3]=1.C[Sn](C)(C)[C:18]1[CH:23]=[CH:22][CH:21]=[CH:20][N:19]=1. Product: [F:15][C:13]1[CH:12]=[C:9]([CH:8]=[C:7]([C:5]2[O:6][C:2]([C:18]3[CH:23]=[CH:22][CH:21]=[CH:20][N:19]=3)=[CH:3][CH:4]=2)[CH:14]=1)[C:10]#[N:11]. The catalyst class is: 109. (4) The catalyst class is: 19. Reactant: [N+:1]([C:4]1[CH:5]=[C:6]([CH:16]=[CH:17][CH:18]=1)[CH2:7][CH2:8][NH:9][C:10](=[O:15])[C:11]([F:14])([F:13])[F:12])([O-])=O. Product: [NH2:1][C:4]1[CH:5]=[C:6]([CH:16]=[CH:17][CH:18]=1)[CH2:7][CH2:8][NH:9][C:10](=[O:15])[C:11]([F:12])([F:13])[F:14]. (5) Reactant: [NH:1]1[CH2:6][CH2:5][CH:4]([C:7]2[C:15]3[C:10](=[CH:11][CH:12]=[CH:13][CH:14]=3)[NH:9][CH:8]=2)[CH2:3][CH2:2]1.C([O-])([O-])=O.[K+].[K+].[F:22][C:23]([F:32])([F:31])[C:24]1[CH:25]=[CH:26][C:27](Cl)=[N:28][CH:29]=1. Product: [NH:9]1[C:10]2[C:15](=[CH:14][CH:13]=[CH:12][CH:11]=2)[C:7]([CH:4]2[CH2:5][CH2:6][N:1]([C:27]3[CH:26]=[CH:25][C:24]([C:23]([F:32])([F:31])[F:22])=[CH:29][N:28]=3)[CH2:2][CH2:3]2)=[CH:8]1. The catalyst class is: 3. (6) Reactant: [OH:1][N:2]=[C:3]([C:14]#[N:15])[C:4]1[CH:9]=[CH:8][C:7]([O:10][CH3:11])=[C:6]([O:12][CH3:13])[CH:5]=1.[CH3:16][CH:17]([S:19](Cl)(=[O:21])=[O:20])[CH3:18]. Product: [CH3:16][CH:17]([S:19]([O:1][N:2]=[C:3]([C:14]#[N:15])[C:4]1[CH:9]=[CH:8][C:7]([O:10][CH3:11])=[C:6]([O:12][CH3:13])[CH:5]=1)(=[O:21])=[O:20])[CH3:18]. The catalyst class is: 66. (7) Reactant: [CH2:1]([O:8][C:9]1[CH:13]=[C:12]([C:14]([OH:16])=[O:15])[N:11]([C:17]2[CH:22]=[CH:21][CH:20]=[CH:19][CH:18]=2)[N:10]=1)[C:2]1[CH:7]=[CH:6][CH:5]=[CH:4][CH:3]=1.[I-].C.[C:25](=O)([O-])[O-].[K+].[K+].Cl. Product: [CH2:1]([O:8][C:9]1[CH:13]=[C:12]([C:14]([O:16][CH3:25])=[O:15])[N:11]([C:17]2[CH:22]=[CH:21][CH:20]=[CH:19][CH:18]=2)[N:10]=1)[C:2]1[CH:3]=[CH:4][CH:5]=[CH:6][CH:7]=1. The catalyst class is: 9. (8) Reactant: Br[CH2:2][CH2:3][CH2:4][CH2:5][CH2:6][CH2:7][O:8][CH2:9][CH2:10][CH2:11][CH2:12][C:13]1[CH:14]=[C:15]([S:19]([NH2:22])(=[O:21])=[O:20])[CH:16]=[CH:17][CH:18]=1.[CH2:23]([NH2:30])[C:24]1[CH:29]=[CH:28][CH:27]=[CH:26][CH:25]=1.[OH-].[Na+]. Product: [CH2:23]([NH:30][CH2:2][CH2:3][CH2:4][CH2:5][CH2:6][CH2:7][O:8][CH2:9][CH2:10][CH2:11][CH2:12][C:13]1[CH:14]=[C:15]([S:19]([NH2:22])(=[O:21])=[O:20])[CH:16]=[CH:17][CH:18]=1)[C:24]1[CH:29]=[CH:28][CH:27]=[CH:26][CH:25]=1. The catalyst class is: 11.